Predict the reaction yield, written as a fraction of the theoretical maximum amount of product (1.0 means a 100% yield; for example, 0.34 means a 34% yield). From a dataset of Reaction yield outcomes from USPTO patents with 853,638 reactions. (1) The reactants are [CH:1]1([CH:7]([NH:10][C:11](=[O:17])[O:12][C:13]([CH3:16])([CH3:15])[CH3:14])[CH2:8]O)[CH2:6][CH2:5][CH2:4][CH2:3][CH2:2]1.[Br:18][C:19]1[C:20](=[O:36])[NH:21][C:22](=[O:35])[N:23]([CH2:26][C:27]2[C:32]([F:33])=[CH:31][CH:30]=[CH:29][C:28]=2[F:34])[C:24]=1[CH3:25].C1(P(C2C=CC=CC=2)C2C=CC=CC=2)C=CC=CC=1.CC(OC(/N=N/C(OC(C)(C)C)=O)=O)(C)C. The catalyst is C1COCC1. The product is [Br:18][C:19]1[C:20](=[O:36])[N:21]([CH2:8][C@H:7]([NH:10][C:11]([O:12][C:13]([CH3:16])([CH3:15])[CH3:14])=[O:17])[CH:1]2[CH2:6][CH2:5][CH2:4][CH2:3][CH2:2]2)[C:22](=[O:35])[N:23]([CH2:26][C:27]2[C:28]([F:34])=[CH:29][CH:30]=[CH:31][C:32]=2[F:33])[C:24]=1[CH3:25]. The yield is 0.954. (2) The reactants are Br[C:2]1[CH:7]=[CH:6][C:5](/[CH:8]=[CH:9]/[C:10]2[NH:11][CH:12]=[C:13]([C:15]3[CH:20]=[CH:19][C:18]([Cl:21])=[CH:17][C:16]=3[Cl:22])[N:14]=2)=[CH:4][CH:3]=1.[CH3:23][O:24][C:25]1[CH:26]=[C:27](B(O)O)[CH:28]=[CH:29][C:30]=1[O:31][CH3:32]. No catalyst specified. The product is [Cl:22][C:16]1[CH:17]=[C:18]([Cl:21])[CH:19]=[CH:20][C:15]=1[C:13]1[N:14]=[C:10](/[CH:9]=[CH:8]/[C:5]2[CH:6]=[CH:7][C:2]([C:28]3[CH:27]=[CH:26][C:25]([O:24][CH3:23])=[C:30]([O:31][CH3:32])[CH:29]=3)=[CH:3][CH:4]=2)[NH:11][CH:12]=1. The yield is 0.540. (3) The reactants are Br[C:2]1[CH:3]=[C:4]([C:7]([O:9][CH3:10])=[O:8])[O:5][CH:6]=1.C([O-])([O-])=O.[Na+].[Na+].[CH2:17]([N:19]1[C:23](B2OC(C)(C)C(C)(C)O2)=[C:22]([CH3:33])[CH:21]=[N:20]1)[CH3:18]. The catalyst is C1COCC1.C1C=CC(P(C2C=CC=CC=2)[C-]2C=CC=C2)=CC=1.C1C=CC(P(C2C=CC=CC=2)[C-]2C=CC=C2)=CC=1.Cl[Pd]Cl.[Fe+2]. The product is [CH2:17]([N:19]1[C:23]([C:2]2[CH:3]=[C:4]([C:7]([O:9][CH3:10])=[O:8])[O:5][CH:6]=2)=[C:22]([CH3:33])[CH:21]=[N:20]1)[CH3:18]. The yield is 0.760. (4) The reactants are C([BH3-])#N.[Na+].[C:5]([O:9][C:10]([N:12]1[CH2:17][CH2:16][C:15](=O)[CH2:14][CH2:13]1)=[O:11])([CH3:8])([CH3:7])[CH3:6].[CH3:19][C@H:20]1[NH:24][C@H:23]([CH3:25])[CH2:22][CH2:21]1.C(=O)(O)[O-].[Na+]. The catalyst is C(O)C(F)(F)F. The product is [CH3:25][C@@H:23]1[CH2:22][CH2:21][C@@H:20]([CH3:19])[N:24]1[CH:15]1[CH2:16][CH2:17][N:12]([C:10]([O:9][C:5]([CH3:8])([CH3:7])[CH3:6])=[O:11])[CH2:13][CH2:14]1. The yield is 0.280. (5) The reactants are [N:1]1[C:5]2[CH:6]=[CH:7][CH:8]=[CH:9][C:4]=2[NH:3][CH:2]=1.[CH:10]#[C:11][CH3:12].ON1[C:18]2[CH:19]=[CH:20][CH:21]=[CH:22][C:17]=2N=N1.[OH2:23]. No catalyst specified. The product is [NH:1]1[C:5]2[CH:6]=[CH:7][C:8]([C:2]([N:1]3[CH2:5][CH2:4][CH2:9][C@@H:10]4[C:19]5[CH:18]=[C:17]([C:6]#[C:7][CH3:8])[CH:22]=[CH:21][C:20]=5[CH2:12][C@H:11]34)=[O:23])=[CH:9][C:4]=2[N:3]=[CH:2]1. The yield is 0.300. (6) The reactants are [CH3:1][O:2][C:3]1[CH:4]=[C:5]([CH:9]=[CH:10][C:11]=1[N+:12]([O-:14])=[O:13])[C:6]([OH:8])=O.C1(P(C2C=CC=CC=2)C2C=CC=CC=2)C=CC=CC=1.C(Br)(Br)(Br)Br.[NH2:39][CH2:40][CH2:41]O. The yield is 0.340. The catalyst is C1(C)C=CC=CC=1. The product is [N:39]1([C:6]([C:5]2[CH:9]=[CH:10][C:11]([N+:12]([O-:14])=[O:13])=[C:3]([O:2][CH3:1])[CH:4]=2)=[O:8])[CH2:41][CH2:40]1.